Task: Predict the product of the given reaction.. Dataset: Forward reaction prediction with 1.9M reactions from USPTO patents (1976-2016) (1) Given the reactants [Cl:1][C:2]1[CH:24]=[CH:23][C:5]([CH2:6][NH:7][C:8]([C:10]2[C:11](=[O:22])[C:12]3[CH:19]=[C:18]([CH2:20]Cl)[S:17][C:13]=3[N:14]([CH3:16])[CH:15]=2)=[O:9])=[CH:4][CH:3]=1.[CH3:25][NH2:26].O, predict the reaction product. The product is: [Cl:1][C:2]1[CH:24]=[CH:23][C:5]([CH2:6][NH:7][C:8]([C:10]2[C:11](=[O:22])[C:12]3[CH:19]=[C:18]([CH2:20][NH:26][CH3:25])[S:17][C:13]=3[N:14]([CH3:16])[CH:15]=2)=[O:9])=[CH:4][CH:3]=1. (2) Given the reactants [F:1][C:2]1[CH:7]=[C:6]([C:8]([F:11])([F:10])[F:9])[CH:5]=[CH:4][C:3]=1[C:12]1[C:21]2[CH2:20][CH2:19][CH2:18][CH:17]([CH2:22][C:23]([NH:25][CH3:26])=[O:24])[C:16]=2[CH:15]=[N:14][CH:13]=1.[CH3:27]NC, predict the reaction product. The product is: [F:1][C:2]1[CH:7]=[C:6]([C:8]([F:9])([F:11])[F:10])[CH:5]=[CH:4][C:3]=1[C:12]1[C:21]2[CH2:20][CH2:19][CH2:18][CH:17]([CH2:22][C:23]([N:25]([CH3:27])[CH3:26])=[O:24])[C:16]=2[CH:15]=[N:14][CH:13]=1.